Dataset: Peptide-MHC class I binding affinity with 185,985 pairs from IEDB/IMGT. Task: Regression. Given a peptide amino acid sequence and an MHC pseudo amino acid sequence, predict their binding affinity value. This is MHC class I binding data. (1) The peptide sequence is TEAILQLGDL. The binding affinity (normalized) is 0.261. The MHC is HLA-B40:01 with pseudo-sequence HLA-B40:01. (2) The peptide sequence is IIGLLKIFR. The MHC is HLA-A02:03 with pseudo-sequence HLA-A02:03. The binding affinity (normalized) is 0.487.